This data is from Forward reaction prediction with 1.9M reactions from USPTO patents (1976-2016). The task is: Predict the product of the given reaction. Given the reactants [N:1]1[CH:6]=[CH:5][CH:4]=[C:3]([C:7]2[CH:11]=[C:10]([C:12]([F:15])([F:14])[F:13])[N:9]([C:16]3[N:21]=[N:20][C:19]([NH2:22])=[CH:18][CH:17]=3)[N:8]=2)[CH:2]=1.C(N(CC)C(C)C)(C)C.[F:32][C:33]1[N:38]=[CH:37][C:36]([C:39]2[CH:40]=[C:41]([CH:45]=[CH:46][CH:47]=2)[C:42](Cl)=[O:43])=[CH:35][CH:34]=1.C(=O)(O)[O-].[Na+], predict the reaction product. The product is: [N:1]1[CH:6]=[CH:5][CH:4]=[C:3]([C:7]2[CH:11]=[C:10]([C:12]([F:15])([F:13])[F:14])[N:9]([C:16]3[N:21]=[N:20][C:19]([NH2:22])=[CH:18][CH:17]=3)[N:8]=2)[CH:2]=1.[F:32][C:33]1[N:38]=[CH:37][C:36]([C:39]2[CH:40]=[C:41]([CH:45]=[CH:46][CH:47]=2)[C:42]([NH:22][C:19]2[N:20]=[N:21][C:16]([N:9]3[C:10]([C:12]([F:15])([F:13])[F:14])=[CH:11][C:7]([C:3]4[CH:2]=[N:1][CH:6]=[CH:5][CH:4]=4)=[N:8]3)=[CH:17][CH:18]=2)=[O:43])=[CH:35][CH:34]=1.